Dataset: Full USPTO retrosynthesis dataset with 1.9M reactions from patents (1976-2016). Task: Predict the reactants needed to synthesize the given product. (1) Given the product [SH:13][C:4]1[CH:5]=[CH:6][C:7]([O:8][CH2:9][C:10]([O:12][CH2:31][CH3:32])=[O:11])=[C:2]([CH3:1])[CH:3]=1, predict the reactants needed to synthesize it. The reactants are: [CH3:1][C:2]1[CH:3]=[C:4]([S:13]CC2SC(C3C=CC(C(F)(F)F)=CC=3)=NC=2C)[CH:5]=[CH:6][C:7]=1[O:8][CH2:9][C:10]([OH:12])=[O:11].[C:31]1(C)C(O)=CC=C[CH:32]=1.S(Cl)(Cl)(=O)=O.[Sn]. (2) Given the product [Cl:7][C:8]1[CH:9]=[C:10]([C:14]2[N:15]=[CH:16][C:17]3[CH2:18][CH2:19][C:20]([CH3:31])([CH3:30])[C:21]4([C:27](=[O:28])[N:26]([CH3:25])[C:1](=[O:4])[NH:24]4)[C:22]=3[CH:23]=2)[CH:11]=[CH:12][CH:13]=1, predict the reactants needed to synthesize it. The reactants are: [C:1](=[O:4])([O-])[O-].[K+].[K+].[Cl:7][C:8]1[CH:9]=[C:10]([C:14]2[N:15]=[CH:16][C:17]3[CH2:18][CH2:19][C:20]([CH3:31])([CH3:30])[C:21]4([C:27](=[O:28])[NH:26][C:25](=O)[NH:24]4)[C:22]=3[CH:23]=2)[CH:11]=[CH:12][CH:13]=1.CN(C)C=O.IC.